From a dataset of Reaction yield outcomes from USPTO patents with 853,638 reactions. Predict the reaction yield, written as a fraction of the theoretical maximum amount of product (1.0 means a 100% yield; for example, 0.34 means a 34% yield). (1) The reactants are [CH2:1]([O:8][C:9]1[C:14](=[O:15])[CH:13]=[CH:12][NH:11][C:10]=1[CH3:16])[C:2]1[CH:7]=[CH:6][CH:5]=[CH:4][CH:3]=1.C(=O)([O-])[O-].[K+].[K+].[C:23]([CH:27](OC)[OH:28])([F:26])([F:25])[F:24].ClCCl. The catalyst is O. The product is [CH2:1]([O:8][C:9]1[C:14](=[O:15])[C:13]([CH:27]([OH:28])[C:23]([F:26])([F:25])[F:24])=[CH:12][NH:11][C:10]=1[CH3:16])[C:2]1[CH:3]=[CH:4][CH:5]=[CH:6][CH:7]=1. The yield is 0.240. (2) The reactants are [CH2:1]([O:8][C:9]1[CH:10]=[C:11]([CH:22]=[C:23]([O:33][CH2:34][C:35]2[CH:40]=[CH:39][CH:38]=[CH:37][CH:36]=2)[C:24]=1[O:25][CH2:26][C:27]1[CH:32]=[CH:31][CH:30]=[CH:29][CH:28]=1)[C:12]([O:14]CC1C=CC=CC=1)=[O:13])[C:2]1[CH:7]=[CH:6][CH:5]=[CH:4][CH:3]=1. The catalyst is C(O)C.[OH-].[K+]. The product is [CH2:1]([O:8][C:9]1[CH:10]=[C:11]([CH:22]=[C:23]([O:33][CH2:34][C:35]2[CH:40]=[CH:39][CH:38]=[CH:37][CH:36]=2)[C:24]=1[O:25][CH2:26][C:27]1[CH:28]=[CH:29][CH:30]=[CH:31][CH:32]=1)[C:12]([OH:14])=[O:13])[C:2]1[CH:3]=[CH:4][CH:5]=[CH:6][CH:7]=1. The yield is 0.840. (3) The yield is 0.990. The reactants are CC1C=CC(S(O[CH2:12][CH:13]2[CH2:17][C:16]3[C:18]([F:29])=[C:19]([F:28])[CH:20]=[C:21]([C:22]4[CH:27]=[CH:26][CH:25]=[CH:24][CH:23]=4)[C:15]=3[O:14]2)(=O)=O)=CC=1.[N-:30]=[N+:31]=[N-:32].[Na+]. The catalyst is CN(C)C=O.C(OCC)(=O)C. The product is [F:29][C:18]1[C:16]2[CH2:17][CH:13]([CH2:12][N:30]=[N+:31]=[N-:32])[O:14][C:15]=2[C:21]([C:22]2[CH:27]=[CH:26][CH:25]=[CH:24][CH:23]=2)=[CH:20][C:19]=1[F:28]. (4) The reactants are [Br:1][CH2:2][C:3]([C:5]1[CH:10]=[CH:9][C:8]([OH:11])=[CH:7][CH:6]=1)=O.[NH2:12][N:13]1[C:17]([C:18]2[CH:23]=[CH:22][C:21]([Cl:24])=[CH:20][CH:19]=2)=[N:16][N:15]=[C:14]1[SH:25]. The catalyst is C(O)(C)C. The product is [BrH:1].[Cl:24][C:21]1[CH:20]=[CH:19][C:18]([C:17]2[N:13]3[C:14]([S:25][CH2:2][C:3]([C:5]4[CH:10]=[CH:9][C:8]([OH:11])=[CH:7][CH:6]=4)=[N:12]3)=[N:15][N:16]=2)=[CH:23][CH:22]=1. The yield is 0.740. (5) The reactants are [Cl:1][C:2]1[C:3]2[C:10]([I:11])=[CH:9][NH:8][C:4]=2[N:5]=[CH:6][N:7]=1.C([O-])([O-])=O.[Cs+].[Cs+].Br[CH:19]1[CH2:22][CH2:21][CH2:20]1. The catalyst is CC(N(C)C)=O.O. The product is [Cl:1][C:2]1[C:3]2[C:10]([I:11])=[CH:9][N:8]([CH:19]3[CH2:22][CH2:21][CH2:20]3)[C:4]=2[N:5]=[CH:6][N:7]=1. The yield is 0.290. (6) The reactants are [Cl-].O[NH3+:3].[C:4](=[O:7])([O-])[OH:5].[Na+].CS(C)=O.[CH2:13]([N:20]1[C:25](=[O:26])[C:24]([CH2:27][C:28]2[CH:33]=[CH:32][C:31]([C:34]3[C:35]([C:40]#[N:41])=[CH:36][CH:37]=[CH:38][CH:39]=3)=[CH:30][CH:29]=2)=[C:23]([CH2:42][CH2:43][CH2:44][CH3:45])[N:22]=[C:21]1[CH2:46][OH:47])[C:14]1[CH:19]=[CH:18][CH:17]=[CH:16][CH:15]=1. The catalyst is C(OCC)(=O)C. The product is [CH2:13]([N:20]1[C:25](=[O:26])[C:24]([CH2:27][C:28]2[CH:33]=[CH:32][C:31]([C:34]3[CH:39]=[CH:38][CH:37]=[CH:36][C:35]=3[C:40]3[NH:3][C:4](=[O:7])[O:5][N:41]=3)=[CH:30][CH:29]=2)=[C:23]([CH2:42][CH2:43][CH2:44][CH3:45])[N:22]=[C:21]1[CH2:46][OH:47])[C:14]1[CH:19]=[CH:18][CH:17]=[CH:16][CH:15]=1. The yield is 0.350.